This data is from Reaction yield outcomes from USPTO patents with 853,638 reactions. The task is: Predict the reaction yield, written as a fraction of the theoretical maximum amount of product (1.0 means a 100% yield; for example, 0.34 means a 34% yield). The catalyst is CO. The product is [C:1]([CH2:3][C:4]1[CH:5]=[C:6]([N:20]2[C:24]3=[N:25][CH:26]=[CH:27][CH:28]=[C:23]3[C:22]([C:29]([NH2:33])=[O:31])=[N:21]2)[CH:7]=[C:8]([C:10]#[C:11][C@:12]2([OH:19])[CH2:16][CH2:15][N:14]([CH3:17])[C:13]2=[O:18])[CH:9]=1)#[N:2]. The reactants are [C:1]([CH2:3][C:4]1[CH:5]=[C:6]([N:20]2[C:24]3=[N:25][CH:26]=[CH:27][CH:28]=[C:23]3[C:22]([C:29]([O:31]C)=O)=[N:21]2)[CH:7]=[C:8]([C:10]#[C:11][C@:12]2([OH:19])[CH2:16][CH2:15][N:14]([CH3:17])[C:13]2=[O:18])[CH:9]=1)#[N:2].[NH3:33]. The yield is 0.160.